Dataset: Reaction yield outcomes from USPTO patents with 853,638 reactions. Task: Predict the reaction yield, written as a fraction of the theoretical maximum amount of product (1.0 means a 100% yield; for example, 0.34 means a 34% yield). The catalyst is O.C(Cl)Cl.Cl[Pd]Cl. The product is [Cl:18][C:19]1[CH:24]=[C:23]([Cl:25])[CH:22]=[CH:21][C:20]=1[C:8]1[CH:9]=[C:10]([CH:15]=[CH:16][N:17]=1)[C:11]([O:13][CH3:14])=[O:12]. The yield is 0.470. The reactants are C(=O)([O-])[O-].[K+].[K+].Cl[C:8]1[CH:9]=[C:10]([CH:15]=[CH:16][N:17]=1)[C:11]([O:13][CH3:14])=[O:12].[Cl:18][C:19]1[CH:24]=[C:23]([Cl:25])[CH:22]=[CH:21][C:20]=1B(O)O.CO.